This data is from Reaction yield outcomes from USPTO patents with 853,638 reactions. The task is: Predict the reaction yield, written as a fraction of the theoretical maximum amount of product (1.0 means a 100% yield; for example, 0.34 means a 34% yield). The reactants are [NH2:1][C:2]1[CH:3]=[C:4]([O:16][CH3:17])[CH:5]=[C:6]2[C:10]=1[NH:9][C:8]([C:11]([O:13][CH2:14][CH3:15])=[O:12])=[CH:7]2.[S:18]1[CH:22]=[CH:21][CH:20]=[C:19]1[S:23](Cl)(=[O:25])=[O:24]. The catalyst is N1C=CC=CC=1. The product is [CH3:17][O:16][C:4]1[CH:5]=[C:6]2[C:10](=[C:2]([NH:1][S:23]([C:19]3[S:18][CH:22]=[CH:21][CH:20]=3)(=[O:25])=[O:24])[CH:3]=1)[NH:9][C:8]([C:11]([O:13][CH2:14][CH3:15])=[O:12])=[CH:7]2. The yield is 0.570.